This data is from Acute oral toxicity (LD50) regression data from Zhu et al.. The task is: Regression/Classification. Given a drug SMILES string, predict its toxicity properties. Task type varies by dataset: regression for continuous values (e.g., LD50, hERG inhibition percentage) or binary classification for toxic/non-toxic outcomes (e.g., AMES mutagenicity, cardiotoxicity, hepatotoxicity). Dataset: ld50_zhu. (1) The molecule is CCCCCCCCOC(=O)Oc1ccc([N+](=O)[O-])cc1[N+](=O)[O-]. The rat oral LD50 is 3.24, given as -log10 of the dose in mol/kg body weight (higher means more acutely toxic). (2) The compound is CC(=NNc1nc(C)cc(C)n1)c1ccccc1C. The rat oral LD50 is 2.69, given as -log10 of the dose in mol/kg body weight (higher means more acutely toxic). (3) The compound is CC(=O)Nc1ccc(CC(=O)O)cc1. The rat oral LD50 is 1.12, given as -log10 of the dose in mol/kg body weight (higher means more acutely toxic). (4) The drug is Cc1ccc(N)cc1. The rat oral LD50 is 2.21, given as -log10 of the dose in mol/kg body weight (higher means more acutely toxic). (5) The molecule is CCC(C)C(=O)OC1C(O)C2C(CN3CC(C)CCC3C2(C)O)C2CC34OC5(O)C(OC(=O)C(C)(O)CC)CCC3(C)C5C(OC(C)=O)C(OC(C)=O)C4C21O. The rat oral LD50 is 5.20, given as -log10 of the dose in mol/kg body weight (higher means more acutely toxic). (6) The molecule is CN1CCC(N(Cc2cccs2)c2ccccc2)CC1. The rat oral LD50 is 2.43, given as -log10 of the dose in mol/kg body weight (higher means more acutely toxic). (7) The molecule is O=[N+]([O-])c1ccc(O)cc1. The rat oral LD50 is 2.75, given as -log10 of the dose in mol/kg body weight (higher means more acutely toxic). (8) The compound is CCC(CC)COC(=O)CCCCC(=O)OCC(CC)CC. The rat oral LD50 is 1.75, given as -log10 of the dose in mol/kg body weight (higher means more acutely toxic).